This data is from Reaction yield outcomes from USPTO patents with 853,638 reactions. The task is: Predict the reaction yield, written as a fraction of the theoretical maximum amount of product (1.0 means a 100% yield; for example, 0.34 means a 34% yield). (1) The reactants are [Cl:1][C:2]1[N:7]=[C:6](Cl)[CH:5]=[CH:4][N:3]=1.[F:9][C:10]1[CH:15]=[C:14]([N+:16]([O-:18])=[O:17])[CH:13]=[CH:12][C:11]=1[OH:19].C([O-])([O-])=O.[K+].[K+].CN(C=O)C. The catalyst is C([O-])(O)=O.[Na+]. The product is [Cl:1][C:2]1[N:7]=[C:6]([O:19][C:11]2[CH:12]=[CH:13][C:14]([N+:16]([O-:18])=[O:17])=[CH:15][C:10]=2[F:9])[CH:5]=[CH:4][N:3]=1. The yield is 0.530. (2) The reactants are [Cl:1][C:2]1[CH:3]=[C:4]2[C:8](=[CH:9][CH:10]=1)[N:7]([C:11]1[N:15]([CH3:16])[N:14]=[C:13]([CH3:17])[C:12]=1[CH2:18][CH2:19][OH:20])[CH:6]=[CH:5]2.O[N:22]1[C:26](=[O:27])[C:25]2=[CH:28][CH:29]=[CH:30][CH:31]=[C:24]2[C:23]1=[O:32].C1(P(C2C=CC=CC=2)C2C=CC=CC=2)C=CC=CC=1.N(C(OCC)=O)=NC(OCC)=O. The catalyst is O1CCCC1. The product is [Cl:1][C:2]1[CH:3]=[C:4]2[C:8](=[CH:9][CH:10]=1)[N:7]([C:11]1[N:15]([CH3:16])[N:14]=[C:13]([CH3:17])[C:12]=1[CH2:18][CH2:19][O:20][N:22]1[C:26](=[O:27])[C:25]3[C:24](=[CH:31][CH:30]=[CH:29][CH:28]=3)[C:23]1=[O:32])[CH:6]=[CH:5]2. The yield is 0.960.